Task: Predict the reactants needed to synthesize the given product.. Dataset: Full USPTO retrosynthesis dataset with 1.9M reactions from patents (1976-2016) (1) The reactants are: C(OC([N:8]1[CH2:13][CH2:12][CH:11]([CH:14]2[O:32][C:17]3=[CH:18][N:19]=[C:20]([C:22]4[CH:27]=[CH:26][C:25]([S:28]([CH3:31])(=[O:30])=[O:29])=[CH:24][CH:23]=4)[CH:21]=[C:16]3[CH2:15]2)[CH2:10][CH2:9]1)=O)(C)(C)C.FC(F)(F)C(O)=O. Given the product [CH3:31][S:28]([C:25]1[CH:26]=[CH:27][C:22]([C:20]2[CH:21]=[C:16]3[CH2:15][CH:14]([CH:11]4[CH2:12][CH2:13][NH:8][CH2:9][CH2:10]4)[O:32][C:17]3=[CH:18][N:19]=2)=[CH:23][CH:24]=1)(=[O:29])=[O:30], predict the reactants needed to synthesize it. (2) Given the product [C:1]([C:3]1[CH:4]=[CH:5][C:6]([NH:9][C:10]([NH:16][CH:14]([CH3:15])[C:13]([CH3:18])([CH3:17])[CH3:12])=[S:11])=[CH:7][CH:8]=1)#[N:2], predict the reactants needed to synthesize it. The reactants are: [C:1]([C:3]1[CH:8]=[CH:7][C:6]([N:9]=[C:10]=[S:11])=[CH:5][CH:4]=1)#[N:2].[CH3:12][C:13]([CH3:18])([CH3:17])[CH:14]([NH2:16])[CH3:15]. (3) Given the product [N:1]1([CH2:31][C@@H:30]([C:22]2[CH:23]=[CH:24][C:25]3[C:13](=[O:17])[O:14][CH2:15][C:26]=3[C:21]=2[CH3:27])[OH:32])[CH2:6][CH2:5][N:4]([CH2:20][C@@H:18]([C:9]2[CH:10]=[CH:11][C:12]3[C:13](=[O:17])[O:14][CH2:15][C:16]=3[C:8]=2[CH3:7])[OH:19])[CH2:3][CH2:2]1, predict the reactants needed to synthesize it. The reactants are: [NH:1]1[CH2:6][CH2:5][NH:4][CH2:3][CH2:2]1.[CH3:7][C:8]1[C:16]2[CH2:15][O:14][C:13](=[O:17])[C:12]=2[CH:11]=[CH:10][C:9]=1[C@@H:18]1[CH2:20][O:19]1.[C:21]1([CH3:27])[CH:26]=[CH:25][CH:24]=[CH:23][CH:22]=1.CN(C)[C:30](=[O:32])[CH3:31]. (4) Given the product [Cl:1][C:2]1[CH:7]=[C:6]([Cl:8])[CH:5]=[CH:4][N+:3]=1[O-:17], predict the reactants needed to synthesize it. The reactants are: [Cl:1][C:2]1[CH:7]=[C:6]([Cl:8])[CH:5]=[CH:4][N:3]=1.C1C=C(Cl)C=C(C(OO)=[O:17])C=1.[O-]S([O-])(=S)=O.[Na+].[Na+]. (5) Given the product [Cl:1][C:2]1[CH:7]=[CH:6][C:5]([NH:8][C:9]([N:11]2[CH2:12][CH2:13][CH:14]([OH:17])[CH2:15][CH2:16]2)=[O:10])=[CH:4][CH:3]=1, predict the reactants needed to synthesize it. The reactants are: [Cl:1][C:2]1[CH:7]=[CH:6][C:5]([NH:8][C:9]([N:11]2[CH2:16][CH2:15][C:14](=[O:17])[CH2:13][CH2:12]2)=[O:10])=[CH:4][CH:3]=1.[BH4-].[Na+].Cl. (6) The reactants are: [Cl:1][CH2:2][CH2:3][N:4]1[C:13]2[CH:12]=[CH:11][C:10]([CH3:14])=[CH:9][C:8]=2[C:7](=[O:15])[C:6]2[N:16]([CH3:19])[N:17]=[CH:18][C:5]1=2.[N-:20]=[N+]=[N-].[Na+].O. Given the product [ClH:1].[NH2:20][CH2:2][CH2:3][N:4]1[C:13]2[CH:12]=[CH:11][C:10]([CH3:14])=[CH:9][C:8]=2[C:7](=[O:15])[C:6]2[N:16]([CH3:19])[N:17]=[CH:18][C:5]1=2, predict the reactants needed to synthesize it. (7) The reactants are: [F:1][CH:2]([F:15])[O:3][C:4]1[C:9]([CH3:10])=[CH:8][C:7]([N+:11]([O-])=O)=[C:6]([CH3:14])[N:5]=1. Given the product [F:15][CH:2]([F:1])[O:3][C:4]1[N:5]=[C:6]([CH3:14])[C:7]([NH2:11])=[CH:8][C:9]=1[CH3:10], predict the reactants needed to synthesize it. (8) Given the product [F:20][C:18]([F:19])([F:21])[C:13]1[CH:14]=[C:15]2[C:10](=[CH:11][CH:12]=1)[NH:9][C:8]1[C:17](=[C:4]([CH2:3][OH:2])[N:5]=[C:6]3[N:25]=[C:24]([C:26]4[C:31]([C:32]([F:35])([F:34])[F:33])=[CH:30][CH:29]=[CH:28][N:27]=4)[CH:23]=[CH:22][C:7]3=1)[O:16]2, predict the reactants needed to synthesize it. The reactants are: C[O:2][CH2:3][C:4]1[N:5]=[C:6]2[N:25]=[C:24]([C:26]3[C:31]([C:32]([F:35])([F:34])[F:33])=[CH:30][CH:29]=[CH:28][N:27]=3)[CH:23]=[CH:22][C:7]2=[C:8]2[C:17]=1[O:16][C:15]1[C:10](=[CH:11][CH:12]=[C:13]([C:18]([F:21])([F:20])[F:19])[CH:14]=1)[NH:9]2.B(Br)(Br)Br.